This data is from Full USPTO retrosynthesis dataset with 1.9M reactions from patents (1976-2016). The task is: Predict the reactants needed to synthesize the given product. (1) Given the product [NH2:29][C@H:30]1[C:36]2[CH:37]=[CH:38][CH:39]=[CH:40][C:35]=2[CH2:34][CH2:33][N:32]([CH3:41])[C:31]1=[O:42], predict the reactants needed to synthesize it. The reactants are: C1(C)C=CC(C([C@@](C(O)=O)(O)[C@@](C(C2C=CC(C)=CC=2)=O)(O)C(O)=O)=O)=CC=1.[NH2:29][C@H:30]1[C:36]2[CH:37]=[CH:38][CH:39]=[CH:40][C:35]=2[CH2:34][CH2:33][N:32]([CH3:41])[C:31]1=[O:42]. (2) Given the product [ClH:4].[CH:19]1([N:18]2[C:17]([CH:22]3[CH2:24][CH2:23]3)=[N:16][N:15]=[C:14]2[C:11]([C:7]2[CH:8]=[CH:9][CH:10]=[C:5]([O:2][CH3:1])[N:6]=2)([CH3:13])[CH3:12])[CH2:21][CH2:20]1, predict the reactants needed to synthesize it. The reactants are: [CH3:1][O-:2].[Na+].[Cl:4][C:5]1[CH:10]=[CH:9][CH:8]=[C:7]([C:11]([C:14]2[N:18]([CH:19]3[CH2:21][CH2:20]3)[C:17]([CH:22]3[CH2:24][CH2:23]3)=[N:16][N:15]=2)([CH3:13])[CH3:12])[N:6]=1. (3) Given the product [NH2:1][C:2]1[C:3]2[N:4]([C:8]([C@@H:12]3[CH2:22][N:16]4[C:17](=[O:21])[CH2:18][N:19]([CH3:26])[CH2:20][C@H:15]4[CH2:14][CH2:13]3)=[N:9][C:10]=2[Br:11])[CH:5]=[CH:6][N:7]=1, predict the reactants needed to synthesize it. The reactants are: [NH2:1][C:2]1[C:3]2[N:4]([C:8]([C@@H:12]3[CH2:22][N:16]4[C:17](=[O:21])[CH2:18][NH:19][CH2:20][C@H:15]4[CH2:14][CH2:13]3)=[N:9][C:10]=2[Br:11])[CH:5]=[CH:6][N:7]=1.C=O.[BH3-][C:26]#N.[Na+].C([O-])(O)=O.[Na+].